Dataset: Experimentally validated miRNA-target interactions with 360,000+ pairs, plus equal number of negative samples. Task: Binary Classification. Given a miRNA mature sequence and a target amino acid sequence, predict their likelihood of interaction. (1) The miRNA is hsa-miR-4434 with sequence AGGAGAAGUAAAGUAGAA. The protein sequence of the target gene is MKALGAVLLALLLCGRPGRGQTQQEEEEEDEDHGPDDYDEEDEDEVEEEETNRLPGGRSRVLLRCYTCKSLPRDERCNLTQNCSHGQTCTTLIAHGNTESGLLTTHSTWCTDSCQPITKTVEGTQVTMTCCQSSLCNVPPWQSSRVQDPTGKGAGGPRGSSETVGAALLLNLLAGLGAMGARRP. Result: 1 (interaction). (2) Result: 0 (no interaction). The miRNA is hsa-miR-583 with sequence CAAAGAGGAAGGUCCCAUUAC. The protein sequence of the target gene is MFRLWLLLAGLCGLLASRPGFQNSLLQIVIPEKIQTNTNDSSEIEYEQISYIIPIDEKLYTVHLKQRYFLADNFMIYLYNQGSMNTYSSDIQTQCYYQGNIEGYPDSMVTLSTCSGLRGILQFENVSYGIEPLESAVEFQHVLYKLKNEDNDIAIFIDRSLKEQPMDDNIFISEKSEPAVPDLFPLYLEMHIVVDKTLYDYWGSDSMIVTNKVIEIVGLANSMFTQFKVTIVLSSLELWSDENKISTVGEADELLQKFLEWKQSYLNLRPHDIAYLLIYMDYPRYLGAVFPGTMCITRYS.... (3) The miRNA is hsa-miR-4267 with sequence UCCAGCUCGGUGGCAC. The protein sequence of the target gene is MALHFQSLAELEVLCTHLYVGTDLTERIEAEKALLELIDSPECLSKCQLLLEQGTTSYAQLLAATCLSKLVTRINPLPIEQRIDIRNYILNYVASQPKLAPFVIQALIQVIAKLTKLGWFEVQKDEFVFREIIADVKKFLQGTVEHCIIGVIILCELTQEMNLVDYSRPSAKHRKIATSFRDTSLKDILVLACSLLKQVLAKPLNLQDQDQQSLVMQVLKLVLSCLNFDFLGSSADESADDLCTVQIPTTWRTIFLEPETLDLFFNLYHSLPPLLSQLALSCLVQFASTRRSLFSSPERA.... Result: 0 (no interaction). (4) The miRNA is hsa-miR-7854-3p with sequence UGAGGUGACCGCAGAUGGGAA. The protein sequence of the target gene is MGEDTDTRKINHSFLRDHSYVTEADVISTVEFNHTGELLATGDKGGRVVIFQREPESKNAPHSQGEYDVYSTFQSHEPEFDYLKSLEIEEKINKIKWLPQQNAAHSLLSTNDKTIKLWKITERDKRPEGYNLKDEEGKLKDLSTVTSLQVPVLKPMDLMVEVSPRRTFANGHTYHINSISVNSDCETYMSADDLRINLWHLAITDRSFNIVDIKPANMEDLTEVITASEFHPHHCNLFVYSSSKGSLRLCDMRAAALCDKHSKLFEEPEDPSNRSFFSEIISSVSDVKFSHSGRYMLTRD.... Result: 0 (no interaction). (5) The miRNA is hsa-miR-4705 with sequence UCAAUCACUUGGUAAUUGCUGU. The protein sequence of the target gene is MEAPGVLLVMGVSGSGKSTVGALLASKLGWKFYDADDYHSEENRIKMAKGVPLSDQDRIPWLCTLHDILLRDVALGQPVVLACSALKKTYRDILIRGGSDAPLKSDDSAKEPLAGGKLLVVYLCGSFDIIYGRLLQRKGHFMPPELLQSQFSILEPPSAPENFIQVSVDKSLPEITAAVMEALK. Result: 0 (no interaction). (6) The miRNA is hsa-miR-331-3p with sequence GCCCCUGGGCCUAUCCUAGAA. The protein sequence of the target gene is MKGGTSKFKTHTETLYKKKKWSSVSEKRPQKCPSQCLESKQPQVSVLGKRRRASQTPAQETLESEWPQKAKRKKRRREPQTPAQETLESEWPQKAKKKKRRGEPQTPTQESLESEQPPVSLLGKRRRESQTPAQENSESEQPRKAKRRRKKRKGSQQPTSSLLKTPETFLKAKKTTSAHKKKKNSVLEVDMETGIILVDKENMENLLETSRKDVDIVYVDMSKGQRSAKVRETGELPAAKPQEHGCRELLGDVRSRKKQKHLQKVAPWDVVQGSQPESISLPPSEPLSSEDLEGKSTEAA.... Result: 0 (no interaction). (7) Result: 0 (no interaction). The miRNA is mmu-miR-135a-1-3p with sequence UAUAGGGAUUGGAGCCGUGGCG. The protein sequence of the target gene is MAATEPPSLREQAEMDDADNSEKSVNEENGEVSEDQSQNKHSRHKKKKHKHRSKHKKHKHSSEEDRDKKHKHKHKHKKHKRKEVIEASDKEGLSPAKRTKLDDLALLEDLEKQRALIKAELDNELMEGKVQSGMGLILQGYESGSEEEGEIHEKARNGNRSSTRSSSTRGKLEITDNKNSAKKRSKSRSKERTRHRSDKRKSKGAGEMLREKANRSKSKERRKSKSPSKRSKSQDQARKSKSPPLRRRSQEKVGKARSPAEEKMKSEEKGKIKDRKKSPIVNERSRDRSKKSKSPVDLRD.... (8) The miRNA is hsa-miR-23c with sequence AUCACAUUGCCAGUGAUUACCC. The protein sequence of the target gene is MALHFQSLAELEVLCTHLYVGTDLTERIEAEKALLELIDSPECLSKCQLLLEQGTTSYAQLLAATCLSKLVTRINPLPIEQRIDIRNYILNYVASQPKLAPFVIQALIQVIAKLTKLGWFEVQKDEFVFREIIADVKKFLQGTVEHCIIGVIILCELTQEMNLVDYSRPSAKHRKIATSFRDTSLKDILVLACSLLKQVLAKPLNLQDQDQQSLVMQVLKLVLSCLNFDFLGSSADESADDLCTVQIPTTWRTIFLEPETLDLFFNLYHSLPPLLSQLALSCLVQFASTRRSLFSSPERA.... Result: 0 (no interaction).